Dataset: Forward reaction prediction with 1.9M reactions from USPTO patents (1976-2016). Task: Predict the product of the given reaction. (1) Given the reactants C([O:8][C:9]1[C:14](=[O:15])[N:13]2[CH:16]=[CH:17][N:18]([CH3:19])[C:12]2=[N:11][C:10]=1[C:20]1[S:21][C:22]([CH2:25][C:26]2[CH:31]=[CH:30][C:29]([Cl:32])=[CH:28][CH:27]=2)=[CH:23][N:24]=1)C1C=CC=CC=1, predict the reaction product. The product is: [Cl:32][C:29]1[CH:30]=[CH:31][C:26]([CH2:25][C:22]2[S:21][C:20]([C:10]3[N:11]=[C:12]4[N:18]([CH3:19])[CH:17]=[CH:16][N:13]4[C:14](=[O:15])[C:9]=3[OH:8])=[N:24][CH:23]=2)=[CH:27][CH:28]=1. (2) Given the reactants Br[C:2]1[CH:3]=[C:4]([N:8]2[C:16]3[CH:15]=[CH:14][C:13](=[O:17])[NH:12][C:11]=3[C:10]([C:18]([NH2:20])=[O:19])=[N:9]2)[CH:5]=[CH:6][CH:7]=1.[C:21]([C@:23]1([OH:30])[CH2:27][CH2:26][N:25]([CH3:28])[C:24]1=[O:29])#[CH:22], predict the reaction product. The product is: [OH:30][C@@:23]1([C:21]#[C:22][C:2]2[CH:3]=[C:4]([N:8]3[C:16]4[CH:15]=[CH:14][C:13](=[O:17])[NH:12][C:11]=4[C:10]([C:18]([NH2:20])=[O:19])=[N:9]3)[CH:5]=[CH:6][CH:7]=2)[CH2:27][CH2:26][N:25]([CH3:28])[C:24]1=[O:29]. (3) Given the reactants [ClH:1].O1CCOCC1.[CH3:8][C:9]1[CH:17]=[CH:16][CH:15]=[C:14]2[C:10]=1[C:11]([CH2:41][C:42]1[CH:47]=[CH:46][C:45](/[CH:48]=[CH:49]/[CH2:50][CH2:51][N:52]3[CH2:57][C:56]4([CH2:62][CH2:61][N:60](C(OC(C)(C)C)=O)[CH2:59][CH2:58]4)[CH2:55][CH2:54][CH2:53]3)=[CH:44][CH:43]=1)=[CH:12][N:13]2[C@H:18]1[C@H:23]([O:24][C:25](=[O:27])[CH3:26])[C@@H:22]([O:28][C:29](=[O:31])[CH3:30])[C@H:21]([O:32][C:33](=[O:35])[CH3:34])[C@@H:20]([CH2:36][O:37][C:38](=[O:40])[CH3:39])[O:19]1, predict the reaction product. The product is: [ClH:1].[ClH:1].[C:38]([O:37][CH2:36][C@@H:20]1[C@@H:21]([O:32][C:33](=[O:35])[CH3:34])[C@H:22]([O:28][C:29](=[O:31])[CH3:30])[C@@H:23]([O:24][C:25](=[O:27])[CH3:26])[C@H:18]([N:13]2[C:14]3[C:10](=[C:9]([CH3:8])[CH:17]=[CH:16][CH:15]=3)[C:11]([CH2:41][C:42]3[CH:47]=[CH:46][C:45](/[CH:48]=[CH:49]/[CH2:50][CH2:51][N:52]4[CH2:57][C:56]5([CH2:58][CH2:59][NH:60][CH2:61][CH2:62]5)[CH2:55][CH2:54][CH2:53]4)=[CH:44][CH:43]=3)=[CH:12]2)[O:19]1)(=[O:40])[CH3:39]. (4) The product is: [CH:1]1([N:7]2[C:11](=[O:12])[C:10]([C:21]3[CH:26]=[CH:25][C:24]([O:27][CH3:28])=[CH:23][CH:22]=3)([C:13]3[CH:18]=[CH:17][C:16]([O:19][CH3:20])=[CH:15][CH:14]=3)[NH:9][C:8]2=[NH:30])[CH2:6][CH2:5][CH2:4][CH2:3][CH2:2]1. Given the reactants [CH:1]1([N:7]2[C:11](=[O:12])[C:10]([C:21]3[CH:26]=[CH:25][C:24]([O:27][CH3:28])=[CH:23][CH:22]=3)([C:13]3[CH:18]=[CH:17][C:16]([O:19][CH3:20])=[CH:15][CH:14]=3)[NH:9][C:8]2=S)[CH2:6][CH2:5][CH2:4][CH2:3][CH2:2]1.[NH4+:30].C(OO)(C)(C)C, predict the reaction product. (5) Given the reactants [CH2:1]([O:4][C@@H:5]1[CH2:9][N:8]([CH:10]2[CH2:15][CH2:14][O:13][CH2:12][CH2:11]2)[CH2:7][C@H:6]1[NH:16][C:17](=[O:32])[CH2:18][NH:19][C:20](=[O:31])[C:21]1[CH:26]=[CH:25][CH:24]=[C:23]([C:27]([F:30])([F:29])[F:28])[CH:22]=1)[CH:2]=[CH2:3].[CH:33](Br)=C(C)C.C(Br)C=C, predict the reaction product. The product is: [CH3:3][C:2](=[CH2:33])[CH2:1][O:4][C@@H:5]1[CH2:9][N:8]([CH:10]2[CH2:11][CH2:12][O:13][CH2:14][CH2:15]2)[CH2:7][C@H:6]1[NH:16][C:17](=[O:32])[CH2:18][NH:19][C:20](=[O:31])[C:21]1[CH:26]=[CH:25][CH:24]=[C:23]([C:27]([F:28])([F:29])[F:30])[CH:22]=1. (6) Given the reactants [CH2:1]([N:8]1[CH2:13][CH2:12][CH2:11][C:10]([C:21]2[CH:33]=[CH:32][C:24]([C:25]([N:27]([CH2:30][CH3:31])[CH2:28][CH3:29])=[O:26])=[CH:23][CH:22]=2)([C:14]2[CH:19]=[CH:18][CH:17]=[C:16]([OH:20])[CH:15]=2)[CH2:9]1)[C:2]1[CH:7]=[CH:6][CH:5]=[CH:4][CH:3]=1.N1C=CC=CC=1.[S:40](O[S:40]([C:43]([F:46])([F:45])[F:44])(=[O:42])=[O:41])([C:43]([F:46])([F:45])[F:44])(=[O:42])=[O:41].C([O-])(O)=O.[Na+], predict the reaction product. The product is: [CH2:1]([N:8]1[CH2:13][CH2:12][CH2:11][C:10]([C:14]2[CH:15]=[C:16]([O:20][S:40]([C:43]([F:46])([F:45])[F:44])(=[O:42])=[O:41])[CH:17]=[CH:18][CH:19]=2)([C:21]2[CH:22]=[CH:23][C:24]([C:25](=[O:26])[N:27]([CH2:28][CH3:29])[CH2:30][CH3:31])=[CH:32][CH:33]=2)[CH2:9]1)[C:2]1[CH:7]=[CH:6][CH:5]=[CH:4][CH:3]=1. (7) Given the reactants [CH2:1]([C@@H:8]([CH2:12][CH2:13][C@H:14]([CH2:34][C:35]1[CH:40]=[CH:39][CH:38]=[CH:37][CH:36]=1)[C:15]([NH:17][C@H:18]1[CH2:24][CH2:23][S:22][C@H:21]2[CH2:25][CH2:26][CH2:27][C@@H:28]([C:29]([O:31][CH3:32])=[O:30])[N:20]2[C:19]1=[O:33])=[O:16])[C:9](O)=[O:10])[C:2]1[CH:7]=[CH:6][CH:5]=[CH:4][CH:3]=1.Cl.[NH2:42][C@H:43]1[C:48]([CH3:50])([CH3:49])[S:47][C@H:46]2[CH2:51][CH2:52][CH2:53][N:45]2[C:44]1=[O:54], predict the reaction product. The product is: [CH2:34]([C@@H:14]([CH2:13][CH2:12][C@H:8]([CH2:1][C:2]1[CH:7]=[CH:6][CH:5]=[CH:4][CH:3]=1)[C:9]([NH:42][C@H:43]1[C:48]([CH3:49])([CH3:50])[S:47][C@H:46]2[CH2:51][CH2:52][CH2:53][N:45]2[C:44]1=[O:54])=[O:10])[C:15]([NH:17][C@H:18]1[CH2:24][CH2:23][S:22][C@H:21]2[CH2:25][CH2:26][CH2:27][C@@H:28]([C:29]([O:31][CH3:32])=[O:30])[N:20]2[C:19]1=[O:33])=[O:16])[C:35]1[CH:40]=[CH:39][CH:38]=[CH:37][CH:36]=1.